This data is from Forward reaction prediction with 1.9M reactions from USPTO patents (1976-2016). The task is: Predict the product of the given reaction. (1) Given the reactants [CH3:1][C:2]1([CH3:31])[NH:7][C:6](=[O:8])[C:5]2[S:9][C:10]([N:12]3[C:17]4[CH:18]=[C:19](B5OC(C)(C)C(C)(C)O5)[CH:20]=[CH:21][C:16]=4[O:15][CH2:14][CH2:13]3)=[N:11][C:4]=2[CH2:3]1.C(=O)([O-])[O-].[Na+].[Na+].I[C:39]1[CH:44]=[N:43][CH:42]=[CH:41][N:40]=1, predict the reaction product. The product is: [CH3:1][C:2]1([CH3:31])[NH:7][C:6](=[O:8])[C:5]2[S:9][C:10]([N:12]3[C:17]4[CH:18]=[C:19]([C:39]5[CH:44]=[N:43][CH:42]=[CH:41][N:40]=5)[CH:20]=[CH:21][C:16]=4[O:15][CH2:14][CH2:13]3)=[N:11][C:4]=2[CH2:3]1. (2) Given the reactants Cl[CH:2]([C:8](=O)[CH2:9][CH2:10][C:11]1[CH:16]=[CH:15][CH:14]=[CH:13][CH:12]=1)[C:3]([O:5][CH2:6][CH3:7])=[O:4].[C:18]([NH2:21])(=[O:20])[CH3:19], predict the reaction product. The product is: [CH3:19][C:18]1[O:20][C:2]([C:3]([O:5][CH2:6][CH3:7])=[O:4])=[C:8]([CH2:9][CH2:10][C:11]2[CH:16]=[CH:15][CH:14]=[CH:13][CH:12]=2)[N:21]=1. (3) Given the reactants [Cl:1][C:2]1[CH:7]=[CH:6][CH:5]=[CH:4][C:3]=1[C:8]1[CH:13]=[CH:12][N:11]=[CH:10][C:9]=1[NH:14][CH2:15][CH:16]([F:18])[F:17].[F:19][C:20]([F:35])([F:34])[C:21]1[CH:22]=[C:23]([CH:27]=[C:28]([C:30]([F:33])([F:32])[F:31])[CH:29]=1)[C:24](Cl)=[O:25], predict the reaction product. The product is: [Cl:1][C:2]1[CH:7]=[CH:6][CH:5]=[CH:4][C:3]=1[C:8]1[CH:13]=[CH:12][N:11]=[CH:10][C:9]=1[N:14]([CH2:15][CH:16]([F:18])[F:17])[C:24](=[O:25])[C:23]1[CH:27]=[C:28]([C:30]([F:31])([F:32])[F:33])[CH:29]=[C:21]([C:20]([F:19])([F:34])[F:35])[CH:22]=1. (4) Given the reactants [NH2:1][C@@H:2]([CH3:14])[CH2:3][N:4]1[C:12]2[C:7](=[CH:8][CH:9]=[C:10]([OH:13])[CH:11]=2)[CH:6]=[N:5]1.C(=O)(O)[O-].[Na+].Cl[C:21]([O:23][CH2:24][C:25]1[CH:30]=[CH:29][CH:28]=[CH:27][CH:26]=1)=[O:22], predict the reaction product. The product is: [CH2:24]([O:23][C:21](=[O:22])[NH:1][C@@H:2]([CH3:14])[CH2:3][N:4]1[C:12]2[C:7](=[CH:8][CH:9]=[C:10]([OH:13])[CH:11]=2)[CH:6]=[N:5]1)[C:25]1[CH:30]=[CH:29][CH:28]=[CH:27][CH:26]=1.